Dataset: Experimentally validated miRNA-target interactions with 360,000+ pairs, plus equal number of negative samples. Task: Binary Classification. Given a miRNA mature sequence and a target amino acid sequence, predict their likelihood of interaction. (1) The protein sequence of the target gene is MKSARAKTPRKPTVKKGSQTNLKDPVGVYCRVRPLGFPDQECCIEVINNTTVQLHTPEGYRLNRNGDYKETQYSFKQVFGTHTTQKELFDVVANPLVNDLIHGKNGLLFTYGVTGSGKTHTMTGSPGEGGLLPRCLDMIFNSIGSFQAKRYVFKSNDRNSMDIQCEVDALLERQKREAMPNPKTSSSKRQVDPEFADMITVQEFCKAEEVDEDSVYGVFVSYIEIYNNYIYDLLEEVPFDPIKPKPPQSKLLREDKNHNMYVAGCTEVEVKSTEEAFEVFWRGQKKRRIANTHLNRESSR.... The miRNA is hsa-miR-548t-3p with sequence AAAAACCACAAUUACUUUUGCACCA. Result: 1 (interaction). (2) The protein sequence of the target gene is MGLPRGPLASLLLLQVCWLQCAASEPCRAVFREAEVTLEAGGAEQEPGQALGKVFMGCPGQEPALFSTDNDDFTVRNGETVQERRSLKERNPLKIFPSKRILRRHKRDWVVAPISVPENGKGPFPQRLNQLKSNKDRDTKIFYSITGPGADSPPEGVFAVEKETGWLLLNKPLDREEIAKYELFGHAVSENGASVEDPMNISIIVTDQNDHKPKFTQDTFRGSVLEGVLPGTSVMQVTATDEDDAIYTYNGVVAYSIHSQEPKDPHDLMFTIHRSTGTISVISSGLDREKVPEYTLTIQA.... Result: 0 (no interaction). The miRNA is mmu-miR-30a-5p with sequence UGUAAACAUCCUCGACUGGAAG. (3) The miRNA is mmu-miR-721 with sequence CAGUGCAAUUAAAAGGGGGAA. The protein sequence of the target gene is MGPKRRQLTFREKSRIIQEVEENPDLRKGEIARRFNIPPSTLSTILKNKRAILASERKYGVASTCRKTNKLSPYDKLEGLLIAWFQQIRAAGLPVKGIILKEKALRIAEELGMDDFTASNGWLDRFRRRHGVVACSGVTRSRARSSAPRAPAAPAGPATVPSEGSGGSTPGWHTREEQPPSVAEGYASQDVFSATETSLWYDFLSDQASGLWGGDGPARQATQRLSVLLCANADGSEKLPPLVAGKSAKPRAGQGGLPCDYTANSKGGVTTQALAKYLKALDTRMAAESRRVLLLAGRLA.... Result: 0 (no interaction). (4) The miRNA is mmu-miR-7222-3p with sequence UCCAGGACAGUGGGCAGGAGCAG. The protein sequence of the target gene is MDFPGHFEQIFQQLNYQRLHGQLCDCVIVVGNRHFKAHRSVLAACSTHFRALFSVAEGDQTMNMIQLDSEVVTAEAFAALIDMMYTSTLMLGESNVMDVLLAASHLHLNSVVKACKHYLTTRTLPMSPSSERAQEQSARMQRSFMLQQLGLSIVSSALSSSQSAEEPTAPMSSSMRSSLDQRTPFPMRRLHKRKQSVEERARQRLRSSMEESAISDVTPESGPAGVHSREEFFSPDSLKIVDNPKPDGMADNQEDGAMMFDRPFGAQEDAQVPSQSDGSAGNMASRATQVETSFEQEAVA.... Result: 0 (no interaction). (5) The miRNA is hsa-miR-6798-5p with sequence CCAGGGGGAUGGGCGAGCUUGGG. The protein sequence of the target gene is MATDWLGSIVSINCGDSLGVYQGRVSAVDQVSQTISLTRPFHNGVKCLVPEVTFRAGDITELKILEIPGPGDNQHFGDLHQTELGPSGAGCQVGINQNGTGKFVKKPASSSSAPQNIPKRTDVKSQDVAVSPQQQQCSKSYVDRHMESLSQSKSFRRRHNSWSSSSRHPNQATPKKSGLKNGQMKNKDDECFGDDIEEIPDTDFDFEGNLALFDKAAVFEEIDTYERRSGTRSRGIPNERPTRYRHDENILESEPIVYRRIIVPHNVSKEFCTDSGLVVPSISYELHKKLLSVAEKHGLT.... Result: 0 (no interaction).